Dataset: Full USPTO retrosynthesis dataset with 1.9M reactions from patents (1976-2016). Task: Predict the reactants needed to synthesize the given product. (1) Given the product [CH2:1]([O:8][C:9]1[CH:14]=[C:13]([CH:12]=[CH:11][C:10]=1[N:17]1[CH2:18][C:19](=[O:30])[N:20]([CH2:24][CH2:25][Si:26]([CH3:29])([CH3:27])[CH3:28])[S:21]1(=[O:23])=[O:22])[CH:15]=[O:34])[C:2]1[CH:3]=[CH:4][CH:5]=[CH:6][CH:7]=1, predict the reactants needed to synthesize it. The reactants are: [CH2:1]([O:8][C:9]1[CH:14]=[C:13]([CH:15]=C)[CH:12]=[CH:11][C:10]=1[N:17]1[S:21](=[O:23])(=[O:22])[N:20]([CH2:24][CH2:25][Si:26]([CH3:29])([CH3:28])[CH3:27])[C:19](=[O:30])[CH2:18]1)[C:2]1[CH:7]=[CH:6][CH:5]=[CH:4][CH:3]=1.C1C[O:34]CC1.CC(O)(C)C.O.C([O-])(O)=O.[Na+]. (2) Given the product [NH2:20][CH:19]=[C:10]1[C:9]2[C:13](=[CH:14][CH:15]=[C:7]([Cl:6])[CH:8]=2)[NH:12][C:11]1=[O:16], predict the reactants needed to synthesize it. The reactants are: P(Cl)(Cl)(Cl)=O.[Cl:6][C:7]1[CH:8]=[C:9]2[C:13](=[CH:14][CH:15]=1)[NH:12][C:11](=[O:16])[CH2:10]2.[OH-].[NH4+].[CH3:19][N:20](C)C=O. (3) Given the product [CH3:1][C:2]1[C:3]([N+:12]([O-:14])=[O:13])=[C:4]2[C:9](=[CH:10][CH:11]=1)[CH:8]=[N+:7]([O-:23])[CH:6]=[CH:5]2, predict the reactants needed to synthesize it. The reactants are: [CH3:1][C:2]1[C:3]([N+:12]([O-:14])=[O:13])=[C:4]2[C:9](=[CH:10][CH:11]=1)[CH:8]=[N:7][CH:6]=[CH:5]2.C1C=C(Cl)C=C(C(OO)=[O:23])C=1.[OH-].[Na+]. (4) Given the product [CH3:15][CH:16]([CH2:21][CH2:22][CH2:23][CH:24]([CH3:26])[CH3:25])[CH2:17][CH2:18][Si:5]([CH2:4][CH2:3][CH:2]([CH3:1])[CH2:9][CH2:10][CH2:11][CH:12]([CH3:13])[CH3:14])([Cl:7])[Cl:8], predict the reactants needed to synthesize it. The reactants are: [CH3:1][CH:2]([CH2:9][CH2:10][CH2:11][CH:12]([CH3:14])[CH3:13])[CH2:3][CH2:4][Si:5]([Cl:8])([Cl:7])Cl.[CH3:15][CH:16]([CH2:21][CH2:22][CH2:23][CH:24]([CH3:26])[CH3:25])[CH2:17][CH2:18][Mg]Br. (5) Given the product [CH3:1][O:2][C:3](=[O:13])[CH2:4][C:5]1[CH:6]=[N:7][C:8]([C:11](=[NH:12])[NH:14][OH:15])=[CH:9][CH:10]=1, predict the reactants needed to synthesize it. The reactants are: [CH3:1][O:2][C:3](=[O:13])[CH2:4][C:5]1[CH:6]=[N:7][C:8]([C:11]#[N:12])=[CH:9][CH:10]=1.[NH2:14][OH:15].Cl.C([O-])(O)=O.[Na+]. (6) Given the product [Cl:22][C:23]1[CH:28]=[C:27]([Cl:29])[CH:26]=[CH:25][C:24]=1[C:2]1[CH:3]=[C:4]([C:7]([N:9]2[CH2:14][CH2:13][N:12]([C:15]([O:17][C:18]([CH3:21])([CH3:20])[CH3:19])=[O:16])[CH2:11][CH2:10]2)=[O:8])[NH:5][CH:6]=1, predict the reactants needed to synthesize it. The reactants are: Br[C:2]1[CH:3]=[C:4]([C:7]([N:9]2[CH2:14][CH2:13][N:12]([C:15]([O:17][C:18]([CH3:21])([CH3:20])[CH3:19])=[O:16])[CH2:11][CH2:10]2)=[O:8])[NH:5][CH:6]=1.[Cl:22][C:23]1[CH:28]=[C:27]([Cl:29])[CH:26]=[CH:25][C:24]=1B(O)O.C([O-])([O-])=O.[Na+].[Na+]. (7) The reactants are: [C:1]([O:5][C:6]([N:8]1[CH2:13][CH:12]=[C:11]([C:14]2[C:22]3[S:21][C:20]([NH2:23])=[N:19][C:18]=3[C:17]([O:24][CH3:25])=[CH:16][CH:15]=2)[CH2:10][CH2:9]1)=[O:7])([CH3:4])([CH3:3])[CH3:2].C([N:28]([CH:32]([CH3:34])[CH3:33])[CH:29]([CH3:31])C)C.CO.C1C[O:40][CH2:39][CH2:38]1. Given the product [C:1]([O:5][C:6]([N:8]1[CH2:9][CH:10]=[C:11]([C:14]2[C:22]3[S:21][C:20]([NH:23][C:39]([C:38]4[CH:31]=[CH:29][N:28]=[C:32]([CH3:33])[CH:34]=4)=[O:40])=[N:19][C:18]=3[C:17]([O:24][CH3:25])=[CH:16][CH:15]=2)[CH2:12][CH2:13]1)=[O:7])([CH3:4])([CH3:3])[CH3:2], predict the reactants needed to synthesize it.